This data is from Forward reaction prediction with 1.9M reactions from USPTO patents (1976-2016). The task is: Predict the product of the given reaction. (1) Given the reactants [NH2:1][C:2]1[CH:29]=[CH:28][C:5]([O:6][C:7]2[CH:12]=[CH:11][N:10]=[C:9]([NH:13][C:14]([N:16]3[CH2:21][CH2:20][N:19]([CH2:22][CH2:23][N:24]4[CH2:27][CH2:26][CH2:25]4)[CH2:18][CH2:17]3)=[O:15])[CH:8]=2)=[CH:4][CH:3]=1.[C@]12(CS(O)(=O)=O)C(C)(C)C(CC1)CC2=O.[F:45][C:46]1[CH:51]=[CH:50][C:49]([CH2:52][C:53]([N:55]=[C:56]=[S:57])=[O:54])=[CH:48][CH:47]=1.C(OCC)C, predict the reaction product. The product is: [F:45][C:46]1[CH:47]=[CH:48][C:49]([CH2:52][C:53]([NH:55][C:56](=[S:57])[NH:1][C:2]2[CH:3]=[CH:4][C:5]([O:6][C:7]3[CH:12]=[CH:11][N:10]=[C:9]([NH:13][C:14]([N:16]4[CH2:21][CH2:20][N:19]([CH2:22][CH2:23][N:24]5[CH2:27][CH2:26][CH2:25]5)[CH2:18][CH2:17]4)=[O:15])[CH:8]=3)=[CH:28][CH:29]=2)=[O:54])=[CH:50][CH:51]=1. (2) Given the reactants [CH3:1][N:2]1[C:7](=[O:8])[C:6]([NH:9][C:10]2[CH:19]=[C:13]3[CH2:14][N:15]([CH3:18])[CH2:16][CH2:17][N:12]3[N:11]=2)=[CH:5][C:4]([C:20]2[C:25]([CH:26]=[O:27])=[C:24]([N:28]3[C:40](=[O:41])[C:32]4[CH:33]=[C:34]5[N:39]([C:31]=4[CH:30]=[N:29]3)[CH2:38][CH2:37][CH2:36][CH2:35]5)[N:23]=[CH:22][CH:21]=2)=[CH:3]1.[BH4-].[Na+], predict the reaction product. The product is: [OH:27][CH2:26][C:25]1[C:24]([N:28]2[C:40](=[O:41])[C:32]3[CH:33]=[C:34]4[N:39]([C:31]=3[CH:30]=[N:29]2)[CH2:38][CH2:37][CH2:36][CH2:35]4)=[N:23][CH:22]=[CH:21][C:20]=1[C:4]1[CH:5]=[C:6]([NH:9][C:10]2[CH:19]=[C:13]3[CH2:14][N:15]([CH3:18])[CH2:16][CH2:17][N:12]3[N:11]=2)[C:7](=[O:8])[N:2]([CH3:1])[CH:3]=1. (3) Given the reactants C([O:3][C:4]([C:6]1[CH:7]=[C:8]2[C:13](=[CH:14][CH:15]=1)[NH:12][CH:11]([C:16]1[CH:21]=[CH:20][CH:19]=[C:18]([N:22]3[CH2:27][CH2:26][N:25]([C:28]4[CH:33]=[CH:32][C:31]([CH3:34])=[CH:30][C:29]=4[CH3:35])[CH2:24][CH2:23]3)[CH:17]=1)[C:10]([CH3:37])([CH3:36])[CH2:9]2)=[O:5])C.O.[OH-].[Li+].O.Cl, predict the reaction product. The product is: [CH3:35][C:29]1[CH:30]=[C:31]([CH3:34])[CH:32]=[CH:33][C:28]=1[N:25]1[CH2:26][CH2:27][N:22]([C:18]2[CH:17]=[C:16]([CH:11]3[C:10]([CH3:37])([CH3:36])[CH2:9][C:8]4[C:13](=[CH:14][CH:15]=[C:6]([C:4]([OH:5])=[O:3])[CH:7]=4)[NH:12]3)[CH:21]=[CH:20][CH:19]=2)[CH2:23][CH2:24]1. (4) The product is: [NH2:1][C:2]1[N:7]([C:8]2[C:13]([F:14])=[CH:12][C:11]([O:15][CH2:16][CH2:17][CH2:18][CH2:19][CH2:20][NH:42][C@H:41]([C:40]([O:39][CH:34]3[CH2:35][CH2:36][CH2:37][CH2:38]3)=[O:47])[CH2:43][CH:44]([CH3:46])[CH3:45])=[CH:10][C:9]=2[F:22])[C:6](=[O:23])[CH:5]=[CH:4][C:3]=1[C:24](=[O:33])[C:25]1[CH:30]=[CH:29][C:28]([F:31])=[CH:27][C:26]=1[F:32]. Given the reactants [NH2:1][C:2]1[N:7]([C:8]2[C:13]([F:14])=[CH:12][C:11]([O:15][CH2:16][CH2:17][CH2:18][CH2:19][CH2:20]Cl)=[CH:10][C:9]=2[F:22])[C:6](=[O:23])[CH:5]=[CH:4][C:3]=1[C:24](=[O:33])[C:25]1[CH:30]=[CH:29][C:28]([F:31])=[CH:27][C:26]=1[F:32].[CH:34]1([O:39][C:40](=[O:47])[C@H:41]([CH2:43][CH:44]([CH3:46])[CH3:45])[NH2:42])[CH2:38][CH2:37][CH2:36][CH2:35]1.[I-].[Na+].C(N(CC)C(C)C)(C)C, predict the reaction product. (5) Given the reactants Cl.[NH2:2][CH:3]([C:8]1[CH:13]=[CH:12][C:11]([CH3:14])=[CH:10][CH:9]=1)[C:4](OC)=[O:5].[NH3:15], predict the reaction product. The product is: [NH2:2][CH:3]([C:8]1[CH:13]=[CH:12][C:11]([CH3:14])=[CH:10][CH:9]=1)[C:4]([NH2:15])=[O:5]. (6) Given the reactants [CH2:1]([N:3]([CH2:33][CH3:34])[CH2:4][CH2:5][CH2:6]/[CH:7]=[CH:8]\[C:9]1[CH:14]=[CH:13][CH:12]=[CH:11][C:10]=1[S:15]([NH:18][C:19]1[CH:28]=[CH:27][C:26]2[CH2:25][CH2:24][CH2:23][CH2:22][C:21]=2[C:20]=1[C:29]([O:31][CH3:32])=[O:30])(=[O:17])=[O:16])[CH3:2], predict the reaction product. The product is: [CH2:33]([N:3]([CH2:1][CH3:2])[CH2:4][CH2:5][CH2:6][CH2:7][CH2:8][C:9]1[CH:14]=[CH:13][CH:12]=[CH:11][C:10]=1[S:15]([NH:18][C:19]1[CH:28]=[CH:27][C:26]2[CH2:25][CH2:24][CH2:23][CH2:22][C:21]=2[C:20]=1[C:29]([O:31][CH3:32])=[O:30])(=[O:16])=[O:17])[CH3:34]. (7) Given the reactants [CH3:1][O:2][C:3](=[O:24])[C:4]1[CH:9]=[CH:8][C:7]([CH:10]([C:12]2[CH:17]=[CH:16][N:15]=[CH:14][CH:13]=2)[OH:11])=[CH:6][C:5]=1[C:18]1[CH:23]=[CH:22][CH:21]=[CH:20][CH:19]=1.C(N(C(C)C)CC)(C)C.O([Si:42]([C:45]([CH3:48])([CH3:47])[CH3:46])([CH3:44])[CH3:43])S(C(F)(F)F)(=O)=O.[O-]S(C(F)(F)F)(=O)=O, predict the reaction product. The product is: [CH3:1][O:2][C:3](=[O:24])[C:4]1[CH:9]=[CH:8][C:7]([CH:10]([C:12]2[CH:13]=[CH:14][N:15]=[CH:16][CH:17]=2)[O:11][Si:42]([C:45]([CH3:48])([CH3:47])[CH3:46])([CH3:44])[CH3:43])=[CH:6][C:5]=1[C:18]1[CH:23]=[CH:22][CH:21]=[CH:20][CH:19]=1. (8) Given the reactants Cl[C:2]1[CH:7]=[C:6]([CH3:8])[N:5]=[C:4]([CH3:9])[N:3]=1.[CH3:10][O:11][C:12]1[CH:17]=[CH:16][C:15]([NH:18][CH3:19])=[CH:14][CH:13]=1.Cl, predict the reaction product. The product is: [CH3:9][C:4]1[N:3]=[C:2]([N:18]([C:15]2[CH:16]=[CH:17][C:12]([O:11][CH3:10])=[CH:13][CH:14]=2)[CH3:19])[CH:7]=[C:6]([CH3:8])[N:5]=1.